Dataset: Full USPTO retrosynthesis dataset with 1.9M reactions from patents (1976-2016). Task: Predict the reactants needed to synthesize the given product. (1) Given the product [CH2:1]([C:3]1[CH:4]=[C:5]2[C:10](=[CH:11][CH:12]=1)[N:9]([CH3:13])[CH2:8][CH2:7]/[C:6]/2=[N:22]\[OH:23])[CH3:2], predict the reactants needed to synthesize it. The reactants are: [CH2:1]([C:3]1[CH:4]=[C:5]2[C:10](=[CH:11][CH:12]=1)[N:9]([CH3:13])[CH2:8][CH2:7][C:6]2=O)[CH3:2].N1C=CC=CC=1.Cl.[NH2:22][OH:23].O. (2) Given the product [C:20]([C:25]1[CH:30]=[C:29]([C:31]([CH2:34][CH3:35])([CH3:33])[CH3:32])[CH:28]=[CH:27][C:26]=1[O:36][C:10]1[CH:17]=[CH:16][CH:15]=[C:12]([C:13]#[N:14])[C:11]=1[C:18]#[N:19])([CH2:23][CH3:24])([CH3:22])[CH3:21], predict the reactants needed to synthesize it. The reactants are: C(=O)([O-])[O-].[Cs+].[Cs+].[N+]([C:10]1[CH:17]=[CH:16][CH:15]=[C:12]([C:13]#[N:14])[C:11]=1[C:18]#[N:19])([O-])=O.[C:20]([C:25]1[CH:30]=[C:29]([C:31]([CH2:34][CH3:35])([CH3:33])[CH3:32])[CH:28]=[CH:27][C:26]=1[OH:36])([CH2:23][CH3:24])([CH3:22])[CH3:21]. (3) Given the product [CH2:50]([NH:15][C:16]1[CH:17]=[C:18]([C:22]2[CH:34]=[CH:33][C:25]([C:26]([OH:28])=[O:27])=[C:24]([NH:35][C:36]([C:38]3[CH:39]=[N:40][CH:41]=[C:42]([C:44]4[CH:49]=[CH:48][CH:47]=[CH:46][CH:45]=4)[CH:43]=3)=[O:37])[CH:23]=2)[CH:19]=[CH:20][CH:21]=1)[CH3:51], predict the reactants needed to synthesize it. The reactants are: FC(F)(F)C(O)=O.C(OC([N:15]([CH2:50][CH3:51])[C:16]1[CH:17]=[C:18]([C:22]2[CH:34]=[CH:33][C:25]([C:26]([O:28]C(C)(C)C)=[O:27])=[C:24]([NH:35][C:36]([C:38]3[CH:39]=[N:40][CH:41]=[C:42]([C:44]4[CH:49]=[CH:48][CH:47]=[CH:46][CH:45]=4)[CH:43]=3)=[O:37])[CH:23]=2)[CH:19]=[CH:20][CH:21]=1)=O)(C)(C)C. (4) Given the product [Br:1][C:2]1[CH:7]=[C:6]([S:16]([Cl:15])(=[O:18])=[O:17])[CH:5]=[CH:4][C:3]=1[NH:8][C:9](=[O:14])[C:10]([F:13])([F:11])[F:12], predict the reactants needed to synthesize it. The reactants are: [Br:1][C:2]1[CH:7]=[CH:6][CH:5]=[CH:4][C:3]=1[NH:8][C:9](=[O:14])[C:10]([F:13])([F:12])[F:11].[Cl:15][S:16](O)(=[O:18])=[O:17]. (5) The reactants are: [S:1]1[CH:5]=[C:4]([CH:6]2[CH2:11][CH2:10][N:9](C(OC(C)(C)C)=O)[CH2:8][CH2:7]2)[N:3]=[CH:2]1. Given the product [S:1]1[CH:5]=[C:4]([CH:6]2[CH2:11][CH2:10][NH:9][CH2:8][CH2:7]2)[N:3]=[CH:2]1, predict the reactants needed to synthesize it.